This data is from Catalyst prediction with 721,799 reactions and 888 catalyst types from USPTO. The task is: Predict which catalyst facilitates the given reaction. (1) Reactant: BrC1C=CC(O)=C(C2C=[CH:16][C:15]3[C:10](=[CH:11][CH:12]=[C:13]([C:18]4[N:22]([CH:23]5[CH2:28][CH2:27][CH2:26][CH2:25][CH2:24]5)[C:21]5[CH:29]=[CH:30][C:31]([C:33]([OH:35])=[O:34])=[CH:32][C:20]=5[N:19]=4)[CH:14]=3)[N:9]=2)C=1.C(OC(C1C=CC2N(C3CCCCC3)C(C3C=CC(N)=C(C=O)C=3)=NC=2C=1)=O)C.[NH2:66][C:67]1[CH:71]=[C:70]([C:72]2[CH:77]=[CH:76][CH:75]=[CH:74][CH:73]=2)[S:69][C:68]=1[C:78](=O)[CH3:79].[OH-].[K+]. The catalyst class is: 8. Product: [NH2:66][C:67]1[CH:71]=[C:70]([C:72]2[CH:77]=[CH:76][CH:75]=[CH:74][CH:73]=2)[S:69][C:68]=1[C:78]1[CH:79]=[CH:16][C:15]2[C:10](=[CH:11][CH:12]=[C:13]([C:18]3[N:22]([CH:23]4[CH2:24][CH2:25][CH2:26][CH2:27][CH2:28]4)[C:21]4[CH:29]=[CH:30][C:31]([C:33]([OH:35])=[O:34])=[CH:32][C:20]=4[N:19]=3)[CH:14]=2)[N:9]=1. (2) The catalyst class is: 23. Reactant: [N:1]1[NH:2][N:3]=[N:4][C:5]=1[CH2:6][CH2:7][CH2:8][CH2:9][CH2:10][NH:11][C:12]([NH:14][C@@:15]([C:30]1[CH:35]=[C:34]([O:36][C:37]([F:42])([F:41])[CH:38]([F:40])[F:39])[CH:33]=[C:32]([F:43])[CH:31]=1)([C:23]1[CH:28]=[CH:27][C:26]([F:29])=[CH:25][CH:24]=1)[CH2:16][C:17]1[CH:22]=[CH:21][CH:20]=[CH:19][CH:18]=1)=[O:13].[C:44]([O-])([O-])=O.[K+].[K+].CI. Product: [F:43][C:32]1[CH:31]=[C:30]([C@:15]([NH:14][C:12]([NH:11][CH2:10][CH2:9][CH2:8][CH2:7][CH2:6][C:5]2[N:4]=[N:3][N:2]([CH3:44])[N:1]=2)=[O:13])([C:23]2[CH:24]=[CH:25][C:26]([F:29])=[CH:27][CH:28]=2)[CH2:16][C:17]2[CH:18]=[CH:19][CH:20]=[CH:21][CH:22]=2)[CH:35]=[C:34]([O:36][C:37]([F:42])([F:41])[CH:38]([F:40])[F:39])[CH:33]=1. (3) Reactant: [C:1]([O:5][C:6]([NH:8][C@@H:9]([CH2:13][C@H:14]([O:16][CH2:17][CH3:18])[CH3:15])[C:10]([OH:12])=O)=[O:7])([CH3:4])([CH3:3])[CH3:2].Cl.[OH:20][C@@H:21]([CH2:51]O)[CH2:22][N:23]1[CH:27]=[CH:26][C:25]([NH:28]C(=O)[C@@H](N2CC(OC3C=CC=C(Cl)C=3Cl)=CC2=O)CC(C)C)=[N:24]1.F[P-](F)(F)(F)(F)F.N1(O[P+](N(C)C)(N(C)C)N(C)C)C2C=CC=C[C:63]=2N=N1.C(N(CC)C(C)C)(C)C. Product: [C:1]([O:5][C:6](=[O:7])[NH:8][C@H:9]([C:10](=[O:12])[NH:28][C:25]1[CH:26]=[CH:27][N:23]([CH2:22][C:21]([OH:20])([CH3:51])[CH3:63])[N:24]=1)[CH2:13][C@H:14]([O:16][CH2:17][CH3:18])[CH3:15])([CH3:2])([CH3:3])[CH3:4]. The catalyst class is: 9. (4) Reactant: [CH2:1]=[C:2]1[CH2:5][CH:4]([C:6]([OH:8])=[O:7])[CH2:3]1.[H-].[Na+].CN(C)C=O.[CH2:16](I)[CH2:17][CH3:18]. The catalyst class is: 13. Product: [CH2:1]=[C:2]1[CH2:5][CH:4]([C:6]([O:8][CH2:16][CH2:17][CH3:18])=[O:7])[CH2:3]1. (5) Reactant: [CH2:1]([C@@H:8]1[CH2:12][O:11][C:10](=[O:13])[NH:9]1)[C:2]1[CH:7]=[CH:6][CH:5]=[CH:4][CH:3]=1.C([Li])CCC.[CH3:19][O:20][C:21]1[CH:22]=[C:23]([CH2:29][C:30](Cl)=[O:31])[CH:24]=[C:25]([O:27][CH3:28])[CH:26]=1.CCCCCC. Product: [CH2:1]([C@@H:8]1[CH2:12][O:11][C:10](=[O:13])[N:9]1[C:30](=[O:31])[CH2:29][C:23]1[CH:22]=[C:21]([O:20][CH3:19])[CH:26]=[C:25]([O:27][CH3:28])[CH:24]=1)[C:2]1[CH:3]=[CH:4][CH:5]=[CH:6][CH:7]=1. The catalyst class is: 1.